From a dataset of Forward reaction prediction with 1.9M reactions from USPTO patents (1976-2016). Predict the product of the given reaction. (1) Given the reactants I[C:2]1[CH:14]=[CH:13][C:12]2[C:11]3[C:6](=[CH:7][CH:8]=[CH:9][CH:10]=3)[CH2:5][C:4]=2[CH:3]=1.[CH3:15][Si:16]([C:19]#[CH:20])([CH3:18])[CH3:17], predict the reaction product. The product is: [CH3:15][Si:16]([CH3:18])([CH3:17])[C:19]#[C:20][C:3]1[C:4]2[CH2:5][C:6]3[C:11](=[CH:10][CH:9]=[CH:8][CH:7]=3)[C:12]=2[CH:13]=[CH:14][CH:2]=1. (2) Given the reactants [Cl:1][C:2]1[C:3]([C:11]#[N:12])=[C:4]([C:8]([OH:10])=O)[NH:5][C:6]=1[CH3:7].CCN(C(C)C)C(C)C.CN(C(ON1N=NC2C=CC=NC1=2)=[N+](C)C)C.F[P-](F)(F)(F)(F)F.CC1(C)C2CC[C@]1(CS(O)(=O)=O)C(=O)C2.[NH2:61][C@@H:62]1[CH2:67][CH2:66][N:65]([C:68]([O:70][CH2:71][CH3:72])=[O:69])[CH2:64][C@@H:63]1[O:73][CH3:74], predict the reaction product. The product is: [Cl:1][C:2]1[C:3]([C:11]#[N:12])=[C:4]([C:8]([NH:61][C@@H:62]2[CH2:67][CH2:66][N:65]([C:68]([O:70][CH2:71][CH3:72])=[O:69])[CH2:64][C@@H:63]2[O:73][CH3:74])=[O:10])[NH:5][C:6]=1[CH3:7]. (3) Given the reactants [Cl:1][C:2]1[CH:7]=[CH:6][C:5]([C:8]2[N:9]=[C:10]([C:13]([OH:15])=O)[S:11][CH:12]=2)=[CH:4][CH:3]=1.[NH:16]1[CH2:21][CH2:20][CH2:19][CH2:18][CH2:17]1.C(Cl)CCl.C(N(CC)CC)C, predict the reaction product. The product is: [Cl:1][C:2]1[CH:3]=[CH:4][C:5]([C:8]2[N:9]=[C:10]([C:13]([N:16]3[CH2:21][CH2:20][CH2:19][CH2:18][CH2:17]3)=[O:15])[S:11][CH:12]=2)=[CH:6][CH:7]=1. (4) Given the reactants C(O[C:4]([C:6]1[C:11](=[O:12])[NH:10][N:9]2[CH:13]=[CH:14][CH:15]=[C:8]2[C:7]=1[OH:16])=[O:5])C.[NH2:17][CH2:18][C:19]([O-:21])=[O:20].[Na+], predict the reaction product. The product is: [OH:16][C:7]1[C:8]2[N:9]([CH:13]=[CH:14][CH:15]=2)[NH:10][C:11](=[O:12])[C:6]=1[C:4]([NH:17][CH2:18][C:19]([OH:21])=[O:20])=[O:5]. (5) Given the reactants [OH:1][C:2]1[C:7]2[N:8]([CH2:12][CH2:13][O:14][CH3:15])[C:9]([CH3:11])=[N:10][C:6]=2[CH:5]=[C:4]([C:16]([N:18]([CH3:20])[CH3:19])=[O:17])[CH:3]=1.C(=O)([O-])[O-].[K+].[K+], predict the reaction product. The product is: [CH3:7][N:8]([CH2:12][C:3]1[C:4]([C:16]([N:18]([CH3:20])[CH3:19])=[O:17])=[CH:5][C:6]2[N:10]=[C:9]([CH3:11])[N:8]([CH2:12][CH2:13][O:14][CH3:15])[C:7]=2[C:2]=1[OH:1])[CH3:9].